This data is from Full USPTO retrosynthesis dataset with 1.9M reactions from patents (1976-2016). The task is: Predict the reactants needed to synthesize the given product. (1) Given the product [CH3:1][CH2:2][N:3]([CH2:6][CH2:7][NH:8][C:9]([C:11]1[C:12]([CH3:29])=[C:13](/[CH:17]=[C:18]2/[C:19]3[CH:20]=[C:21]([F:28])[CH:22]=[CH:23][C:24]=3[NH:25][C:26]/2=[O:27])[NH:14][C:15]=1[CH3:16])=[O:10])[CH2:4][CH3:5].[CH3:30][S:31]([CH3:33])=[O:32], predict the reactants needed to synthesize it. The reactants are: [CH3:1][CH2:2][N:3]([CH2:6][CH2:7][NH:8][C:9]([C:11]1[C:12]([CH3:29])=[C:13](/[CH:17]=[C:18]2/[C:19]3[CH:20]=[C:21]([F:28])[CH:22]=[CH:23][C:24]=3[NH:25][C:26]/2=[O:27])[NH:14][C:15]=1[CH3:16])=[O:10])[CH2:4][CH3:5].[CH3:30][S:31]([CH3:33])=[O:32]. (2) Given the product [CH3:1][O:2][C:3](=[O:17])[C:4]([O:7][C:8]1[CH:13]=[C:12]([Cl:14])[C:11]([O:15][CH2:25][CH2:24][C:23]2[N:19]([CH3:18])[N:20]=[C:21]([C:27]3[CH:28]=[CH:29][C:30]([O:33][C:34]([F:37])([F:36])[F:35])=[CH:31][CH:32]=3)[CH:22]=2)=[CH:10][C:9]=1[Cl:16])([CH3:6])[CH3:5], predict the reactants needed to synthesize it. The reactants are: [CH3:1][O:2][C:3](=[O:17])[C:4]([O:7][C:8]1[CH:13]=[C:12]([Cl:14])[C:11]([OH:15])=[CH:10][C:9]=1[Cl:16])([CH3:6])[CH3:5].[CH3:18][N:19]1[C:23]([CH2:24][CH2:25]O)=[CH:22][C:21]([C:27]2[CH:32]=[CH:31][C:30]([O:33][C:34]([F:37])([F:36])[F:35])=[CH:29][CH:28]=2)=[N:20]1.N(C(OC(C)(C)C)=O)=NC(OC(C)(C)C)=O.C1(P(C2C=CC=CC=2)C2C=CC=CC=2)C=CC=CC=1. (3) Given the product [NH2:1][C:2]1[N:7]=[C:6]([NH:23][CH2:22][C:21]2[CH:24]=[CH:25][C:26]([CH3:27])=[C:19]([CH3:18])[CH:20]=2)[C:5]([C:11]#[N:12])=[C:4]([N:13]2[CH:17]=[CH:16][CH:15]=[N:14]2)[N:3]=1, predict the reactants needed to synthesize it. The reactants are: [NH2:1][C:2]1[N:7]=[C:6](S(C)=O)[C:5]([C:11]#[N:12])=[C:4]([N:13]2[CH:17]=[CH:16][CH:15]=[N:14]2)[N:3]=1.[CH3:18][C:19]1[CH:20]=[C:21]([CH:24]=[CH:25][C:26]=1[CH3:27])[CH2:22][NH2:23]. (4) Given the product [C:29]([O:28][C:26]([N:33]1[CH2:37][CH2:36][C@H:35]([NH:38][C:2]2[CH:9]=[C:8]([N:10]3[C:18]4[CH2:17][C:16]([CH3:20])([CH3:19])[CH2:15][C:14](=[O:21])[C:13]=4[C:12]([C:22]([F:24])([F:25])[F:23])=[N:11]3)[CH:7]=[CH:6][C:3]=2[C:4]#[N:5])[CH2:34]1)=[O:27])([CH3:32])([CH3:30])[CH3:31], predict the reactants needed to synthesize it. The reactants are: Br[C:2]1[CH:9]=[C:8]([N:10]2[C:18]3[CH2:17][C:16]([CH3:20])([CH3:19])[CH2:15][C:14](=[O:21])[C:13]=3[C:12]([C:22]([F:25])([F:24])[F:23])=[N:11]2)[CH:7]=[CH:6][C:3]=1[C:4]#[N:5].[C:26]([N:33]1[CH2:37][CH2:36][C@H:35]([NH2:38])[CH2:34]1)([O:28][C:29]([CH3:32])([CH3:31])[CH3:30])=[O:27].CC([O-])(C)C.[Na+]. (5) Given the product [C:15]1([C@@H:21]2[CH2:23][C@H:22]2[NH:24][CH2:1][CH:3]2[CH2:6][N:5]([C:7]([O:9][C:10]([CH3:13])([CH3:12])[CH3:11])=[O:8])[CH2:4]2)[CH:20]=[CH:19][CH:18]=[CH:17][CH:16]=1, predict the reactants needed to synthesize it. The reactants are: [CH:1]([CH:3]1[CH2:6][N:5]([C:7]([O:9][C:10]([CH3:13])([CH3:12])[CH3:11])=[O:8])[CH2:4]1)=O.Cl.[C:15]1([CH:21]2[CH2:23][CH:22]2[NH2:24])[CH:20]=[CH:19][CH:18]=[CH:17][CH:16]=1.C(O)(=O)C.[BH-](OC(C)=O)(OC(C)=O)OC(C)=O.[Na+]. (6) Given the product [F:1][C:2]1[CH:7]=[C:6]([F:8])[CH:5]=[CH:4][C:3]=1[C:9]1[N:10]=[C:11]([C@H:14]2[CH2:19][CH2:18][CH2:17][N:16]([C:25]([C:24]3[CH:23]=[N:22][C:21]([F:20])=[CH:29][CH:28]=3)=[O:26])[CH2:15]2)[O:12][CH:13]=1, predict the reactants needed to synthesize it. The reactants are: [F:1][C:2]1[CH:7]=[C:6]([F:8])[CH:5]=[CH:4][C:3]=1[C:9]1[N:10]=[C:11]([C@H:14]2[CH2:19][CH2:18][CH2:17][NH:16][CH2:15]2)[O:12][CH:13]=1.[F:20][C:21]1[CH:29]=[CH:28][C:24]([C:25](O)=[O:26])=[CH:23][N:22]=1. (7) Given the product [Cl:35][C:32]1[CH:33]=[CH:34][C:29]([N:21]2[C:20]([N:13]([CH:14]3[CH2:19][CH2:18][CH2:17][CH2:16][CH2:15]3)[C:11](=[O:12])[NH:10][C:7]3[CH:8]=[CH:9][C:4]([C:3]([OH:37])=[O:2])=[CH:5][C:6]=3[CH3:36])=[C:28]3[C:23]([CH:24]=[CH:25][CH:26]=[CH:27]3)=[N:22]2)=[CH:30][CH:31]=1, predict the reactants needed to synthesize it. The reactants are: C[O:2][C:3](=[O:37])[C:4]1[CH:9]=[CH:8][C:7]([NH:10][C:11]([N:13]([C:20]2[N:21]([C:29]3[CH:34]=[CH:33][C:32]([Cl:35])=[CH:31][CH:30]=3)[N:22]=[C:23]3[C:28]=2[CH:27]=[CH:26][CH:25]=[CH:24]3)[CH:14]2[CH2:19][CH2:18][CH2:17][CH2:16][CH2:15]2)=[O:12])=[C:6]([CH3:36])[CH:5]=1.[OH-].[Li+]. (8) The reactants are: [C:1]([NH:4][C:5]1[CH:13]=[CH:12][C:8]([C:9]([OH:11])=O)=[CH:7][CH:6]=1)(=[O:3])[CH3:2].CN(C(ON1N=NC2C=CC=NC1=2)=[N+](C)C)C.F[P-](F)(F)(F)(F)F.[NH2:38][CH2:39][CH:40]([OH:52])[CH2:41][N:42]1[CH2:51][CH2:50][C:49]2[C:44](=[CH:45][CH:46]=[CH:47][CH:48]=2)[CH2:43]1. Given the product [C:1]([NH:4][C:5]1[CH:6]=[CH:7][C:8]([C:9]([NH:38][CH2:39][CH:40]([OH:52])[CH2:41][N:42]2[CH2:51][CH2:50][C:49]3[C:44](=[CH:45][CH:46]=[CH:47][CH:48]=3)[CH2:43]2)=[O:11])=[CH:12][CH:13]=1)(=[O:3])[CH3:2], predict the reactants needed to synthesize it.